Predict the reaction yield, written as a fraction of the theoretical maximum amount of product (1.0 means a 100% yield; for example, 0.34 means a 34% yield). From a dataset of Reaction yield outcomes from USPTO patents with 853,638 reactions. (1) The reactants are Cl.[I:2][C:3]1[CH:4]=[C:5]([CH:11]=[CH:12][CH:13]=1)[CH2:6][NH:7][C:8]([NH2:10])=[NH:9].N#CN.[C:17]([O-:20])([OH:19])=[O:18].[Na+]. The catalyst is O. The product is [C:17](=[O:18])([OH:20])[OH:19].[I:2][C:3]1[CH:4]=[C:5]([CH:11]=[CH:12][CH:13]=1)[CH2:6][NH:7][C:8]([NH2:10])=[NH:9]. The yield is 0.780. (2) The reactants are [Br-].[F:2][C:3]1[CH:8]=[CH:7][C:6]([S+:9]([C:16]2[CH:21]=[CH:20][CH:19]=[CH:18][CH:17]=2)[C:10]2[CH:15]=[CH:14][CH:13]=[CH:12][CH:11]=2)=[CH:5][CH:4]=1.[F:22][C:23]([F:39])([S:35]([O-:38])(=[O:37])=[O:36])[CH:24]([O:29][C:30](=[O:34])[C:31]([CH3:33])=[CH2:32])[C:25]([F:28])([F:27])[F:26].C([N+](C)(C)C)C1C=CC=CC=1. The yield is 0.950. The product is [F:39][C:23]([F:22])([S:35]([O-:38])(=[O:36])=[O:37])[CH:24]([O:29][C:30](=[O:34])[C:31]([CH3:33])=[CH2:32])[C:25]([F:26])([F:28])[F:27].[F:2][C:3]1[CH:8]=[CH:7][C:6]([S+:9]([C:16]2[CH:17]=[CH:18][CH:19]=[CH:20][CH:21]=2)[C:10]2[CH:15]=[CH:14][CH:13]=[CH:12][CH:11]=2)=[CH:5][CH:4]=1. The catalyst is ClCCl. (3) The reactants are Cl[CH2:2][CH2:3][CH2:4][S:5]([N:8]1[CH2:13][CH2:12][CH:11]([NH:14][C:15]2[N:20]=[C:19]([C:21]3[N:22]([CH:27]([CH3:29])[CH3:28])[C:23]([CH3:26])=[N:24][CH:25]=3)[CH:18]=[CH:17][N:16]=2)[CH2:10][CH2:9]1)(=[O:7])=[O:6].[I-].[Na+].[NH:32]1[CH2:36][CH2:35][CH2:34][CH2:33]1. The catalyst is C1COCC1. The product is [CH3:26][C:23]1[N:22]([CH:27]([CH3:29])[CH3:28])[C:21]([C:19]2[CH:18]=[CH:17][N:16]=[C:15]([NH:14][CH:11]3[CH2:12][CH2:13][N:8]([S:5]([CH2:4][CH2:3][CH2:2][N:32]4[CH2:36][CH2:35][CH2:34][CH2:33]4)(=[O:7])=[O:6])[CH2:9][CH2:10]3)[N:20]=2)=[CH:25][N:24]=1. The yield is 0.620. (4) The reactants are Br[CH:2]([CH2:13][CH2:14][C:15]1[CH:20]=[CH:19][CH:18]=[CH:17][CH:16]=1)[C:3]([C:5]1[CH:10]=[CH:9][C:8]([O:11][CH3:12])=[CH:7][CH:6]=1)=O.[NH2:21][C:22]([NH2:24])=[S:23].C([O-])(=O)C.[Na+]. No catalyst specified. The product is [CH3:12][O:11][C:8]1[CH:9]=[CH:10][C:5]([C:3]2[N:21]=[C:22]([NH2:24])[S:23][C:2]=2[CH2:13][CH2:14][C:15]2[CH:20]=[CH:19][CH:18]=[CH:17][CH:16]=2)=[CH:6][CH:7]=1. The yield is 0.859. (5) The reactants are [CH3:1][O:2][C:3]([C:5]1[CH:6]=[C:7]2[C:11](=[CH:12][CH:13]=1)[NH:10][CH:9]=[CH:8]2)=[O:4].C([Mg]Br)C.[CH3:18][C:19]1([CH3:27])[C:21]([CH3:23])([CH3:22])[CH:20]1[C:24](Cl)=[O:25]. The catalyst is ClCCl.[Cl-].[Zn+2].[Cl-]. The product is [CH3:1][O:2][C:3]([C:5]1[CH:6]=[C:7]2[C:11](=[CH:12][CH:13]=1)[NH:10][CH:9]=[C:8]2[C:24]([CH:20]1[C:21]([CH3:23])([CH3:22])[C:19]1([CH3:27])[CH3:18])=[O:25])=[O:4]. The yield is 0.660. (6) The reactants are [CH3:1][C:2]1[C:3]([C:15]2[CH:20]=[CH:19][CH:18]=[CH:17][CH:16]=2)=[N:4][C:5]2[C:10]([C:11]=1[C:12]([OH:14])=O)=[CH:9][CH:8]=[CH:7][CH:6]=2.C(Cl)(=O)C(Cl)=O.CCN(CC)CC.[C:34]1([NH:40][NH2:41])[CH:39]=[CH:38][CH:37]=[CH:36][CH:35]=1. The catalyst is C(Cl)Cl.CN(C=O)C.O.[Cl-].[Na+].O. The product is [CH3:1][C:2]1[C:3]([C:15]2[CH:16]=[CH:17][CH:18]=[CH:19][CH:20]=2)=[N:4][C:5]2[C:10]([C:11]=1[C:12]([NH:41][NH:40][C:34]1[CH:39]=[CH:38][CH:37]=[CH:36][CH:35]=1)=[O:14])=[CH:9][CH:8]=[CH:7][CH:6]=2. The yield is 0.590. (7) The reactants are [H-].[Na+].[NH:3]1[CH2:7][CH2:6][C@@H:5]([CH2:8][OH:9])[CH2:4]1.[Cl:10][C:11]1[CH:12]=[C:13]([NH:25][C:26]2[C:35]3[C:30](=[CH:31][CH:32]=[CH:33][C:34]=3F)[N:29]=[CH:28][N:27]=2)[CH:14]=[CH:15][C:16]=1[O:17][CH2:18][C:19]1[CH:24]=[CH:23][CH:22]=[CH:21][N:20]=1. The catalyst is CC(N(C)C)=O. The product is [Cl:10][C:11]1[CH:12]=[C:13]([NH:25][C:26]2[C:35]3[C:30](=[CH:31][CH:32]=[CH:33][C:34]=3[O:9][CH2:8][C@@H:5]3[CH2:6][CH2:7][NH:3][CH2:4]3)[N:29]=[CH:28][N:27]=2)[CH:14]=[CH:15][C:16]=1[O:17][CH2:18][C:19]1[CH:24]=[CH:23][CH:22]=[CH:21][N:20]=1. The yield is 0.540.